From a dataset of NCI-60 drug combinations with 297,098 pairs across 59 cell lines. Regression. Given two drug SMILES strings and cell line genomic features, predict the synergy score measuring deviation from expected non-interaction effect. Drug 1: C1CCN(CC1)CCOC2=CC=C(C=C2)C(=O)C3=C(SC4=C3C=CC(=C4)O)C5=CC=C(C=C5)O. Drug 2: CN(C)N=NC1=C(NC=N1)C(=O)N. Cell line: MDA-MB-231. Synergy scores: CSS=-2.46, Synergy_ZIP=0.840, Synergy_Bliss=0.0721, Synergy_Loewe=-2.51, Synergy_HSA=-2.43.